From a dataset of Forward reaction prediction with 1.9M reactions from USPTO patents (1976-2016). Predict the product of the given reaction. Given the reactants [CH3:1][C:2]1[CH:7]=[C:6]([CH3:8])[CH:5]=[CH:4][C:3]=1[N:9]1[CH2:14][CH2:13][N:12]([C:15]([C:17]2[CH:22]=[CH:21][C:20](I)=[CH:19][CH:18]=2)=[O:16])[CH2:11][CH2:10]1.[CH2:24]([C@@H:26]1[CH2:30][CH2:29][S:28](=[O:32])(=[O:31])[NH:27]1)[CH3:25].C(=O)([O-])[O-].[K+].[K+].CNCCNC, predict the reaction product. The product is: [CH3:1][C:2]1[CH:7]=[C:6]([CH3:8])[CH:5]=[CH:4][C:3]=1[N:9]1[CH2:14][CH2:13][N:12]([C:15]([C:17]2[CH:22]=[CH:21][C:20]([N:27]3[C@H:26]([CH2:24][CH3:25])[CH2:30][CH2:29][S:28]3(=[O:32])=[O:31])=[CH:19][CH:18]=2)=[O:16])[CH2:11][CH2:10]1.